From a dataset of Full USPTO retrosynthesis dataset with 1.9M reactions from patents (1976-2016). Predict the reactants needed to synthesize the given product. (1) Given the product [CH:1]1([CH:4]([C:18]2[CH:23]=[CH:22][CH:21]=[CH:20][CH:19]=2)[NH:5][C:6]([C:8]2[CH:9]=[C:10]3[C:14](=[CH:15][CH:16]=2)[NH:13][N:12]=[C:11]3[C:36]2[CH:37]=[CH:38][C:33]([O:32][CH:30]3[CH2:31][N:28]([CH:26]4[CH2:27][O:24][CH2:25]4)[CH2:29]3)=[CH:34][CH:35]=2)=[O:7])[CH2:3][CH2:2]1, predict the reactants needed to synthesize it. The reactants are: [CH:1]1([CH:4]([C:18]2[CH:23]=[CH:22][CH:21]=[CH:20][CH:19]=2)[NH:5][C:6]([C:8]2[CH:9]=[C:10]3[C:14](=[CH:15][CH:16]=2)[NH:13][N:12]=[C:11]3I)=[O:7])[CH2:3][CH2:2]1.[O:24]1[CH2:27][CH:26]([N:28]2[CH2:31][CH:30]([O:32][C:33]3[CH:38]=[CH:37][C:36](B4OC(C)(C)C(C)(C)O4)=[CH:35][CH:34]=3)[CH2:29]2)[CH2:25]1.C([O-])([O-])=O.[Na+].[Na+]. (2) Given the product [C:1]([N:20]1[CH:24]=[C:23]([C:25](=[O:28])[CH2:26][CH3:27])[N:22]=[CH:21]1)([C:14]1[CH:15]=[CH:16][CH:17]=[CH:18][CH:19]=1)([C:8]1[CH:9]=[CH:10][CH:11]=[CH:12][CH:13]=1)[C:2]1[CH:7]=[CH:6][CH:5]=[CH:4][CH:3]=1, predict the reactants needed to synthesize it. The reactants are: [C:1]([N:20]1[CH:24]=[C:23]([CH:25]([OH:28])[CH2:26][CH3:27])[N:22]=[CH:21]1)([C:14]1[CH:19]=[CH:18][CH:17]=[CH:16][CH:15]=1)([C:8]1[CH:13]=[CH:12][CH:11]=[CH:10][CH:9]=1)[C:2]1[CH:7]=[CH:6][CH:5]=[CH:4][CH:3]=1.